The task is: Predict the product of the given reaction.. This data is from Forward reaction prediction with 1.9M reactions from USPTO patents (1976-2016). (1) Given the reactants [O:1]1[C:5]2[CH:6]=[CH:7][CH:8]=[CH:9][C:4]=2[C:3]([C:10]2[C:11](=[O:34])[NH:12][C:13](=[O:33])[C:14]=2[C:15]2[C:23]3[C:18](=[CH:19][CH:20]=[C:21]([O:24]CC4C=CC=CC=4)[CH:22]=3)[N:17]([CH3:32])[CH:16]=2)=[CH:2]1.B(Br)(Br)Br, predict the reaction product. The product is: [O:1]1[C:5]2[CH:6]=[CH:7][CH:8]=[CH:9][C:4]=2[C:3]([C:10]2[C:11](=[O:34])[NH:12][C:13](=[O:33])[C:14]=2[C:15]2[C:23]3[C:18](=[CH:19][CH:20]=[C:21]([OH:24])[CH:22]=3)[N:17]([CH3:32])[CH:16]=2)=[CH:2]1. (2) Given the reactants [C:1]([O:5][CH2:6][CH2:7][OH:8])([CH3:4])([CH3:3])[CH3:2].[H-].[Na+].F[C:12]1[C:13]([C@@:18]23[O:36][CH2:35][O:34][C@@H:19]2[CH2:20][N:21]([C:24]([C:26]2[CH:31]=[CH:30][C:29](F)=[C:28]([Cl:33])[CH:27]=2)=[O:25])[CH2:22][CH2:23]3)=[N:14][CH:15]=[CH:16][CH:17]=1, predict the reaction product. The product is: [C:1]([O:5][CH2:6][CH2:7][O:8][C:12]1[C:13]([C@@:18]23[O:36][CH2:35][O:34][C@@H:19]2[CH2:20][N:21]([C:24]([C:26]2[CH:31]=[CH:30][C:29]([O:8][CH2:7][CH2:6][O:5][C:1]([CH3:4])([CH3:3])[CH3:2])=[C:28]([Cl:33])[CH:27]=2)=[O:25])[CH2:22][CH2:23]3)=[N:14][CH:15]=[CH:16][CH:17]=1)([CH3:4])([CH3:3])[CH3:2]. (3) Given the reactants [C:1]([O:5][C:6](=[O:15])[NH:7][C:8]1[NH:12][C:11]([CH2:13]O)=[N:10][N:9]=1)([CH3:4])([CH3:3])[CH3:2].[NH2:16][C:17]1[CH:22]=[C:21]([Cl:23])[CH:20]=[CH:19][C:18]=1[SH:24].C1C=CC(P(C2C=CC=CC=2)C2C=CC=CC=2)=CC=1.CC(OC(/N=N/C(OC(C)(C)C)=O)=O)(C)C, predict the reaction product. The product is: [C:1]([O:5][C:6](=[O:15])[NH:7][C:8]1[NH:12][C:11]([CH2:13][S:24][C:18]2[CH:19]=[CH:20][C:21]([Cl:23])=[CH:22][C:17]=2[NH2:16])=[N:10][N:9]=1)([CH3:4])([CH3:3])[CH3:2]. (4) The product is: [CH3:1][O:2][C:3](=[O:12])[CH:4]([Br:13])[C:5]1[CH:10]=[CH:9][CH:8]=[C:7]([Cl:11])[CH:6]=1. Given the reactants [CH3:1][O:2][C:3](=[O:12])[CH2:4][C:5]1[CH:10]=[CH:9][CH:8]=[C:7]([Cl:11])[CH:6]=1.[Br:13]N1C(=O)CCC1=O.Br, predict the reaction product.